Predict the product of the given reaction. From a dataset of Forward reaction prediction with 1.9M reactions from USPTO patents (1976-2016). (1) Given the reactants [Br:1][C:2]1[CH:7]=[CH:6][C:5]([OH:8])=[CH:4][C:3]=1[CH3:9].C([O-])([O-])=O.[K+].[K+].CC1C=CC(S(O[CH2:27][CH2:28][CH2:29][S:30]([CH3:33])(=[O:32])=[O:31])(=O)=O)=CC=1.[NH4+].[Cl-], predict the reaction product. The product is: [Br:1][C:2]1[CH:7]=[CH:6][C:5]([O:8][CH2:27][CH2:28][CH2:29][S:30]([CH3:33])(=[O:32])=[O:31])=[CH:4][C:3]=1[CH3:9]. (2) Given the reactants [NH2:1][C:2]1[CH:11]=[CH:10][CH:9]=[CH:8][C:3]=1[C:4]([O:6][CH3:7])=[O:5].[CH:12]([C:14]1[CH:15]=[C:16]([CH:27]=[CH:28][CH:29]=1)[C:17]([O:19][CH2:20][C:21]1[CH:26]=[CH:25][CH:24]=[CH:23][CH:22]=1)=[O:18])=O.[C:30](OCC)(=O)C.[O:36]1[CH2:40][CH2:39][CH2:38]C1, predict the reaction product. The product is: [CH2:20]([O:19][C:17]([C:16]1[CH:15]=[C:14]([CH:12]2[C:39]([CH3:30])([CH3:38])[CH:40]([OH:36])[C:11]3[C:2](=[C:3]([C:4]([O:6][CH3:7])=[O:5])[CH:8]=[CH:9][CH:10]=3)[NH:1]2)[CH:29]=[CH:28][CH:27]=1)=[O:18])[C:21]1[CH:26]=[CH:25][CH:24]=[CH:23][CH:22]=1. (3) Given the reactants [Cl:1][C:2]1[CH:7]=[CH:6][CH:5]=[CH:4][C:3]=1[C:8]1[C:16]2[C:11](=[N:12][C:13]([S:22][CH3:23])=[N:14][C:15]=2[NH:17]C[C@@H](O)C)[NH:10][N:9]=1, predict the reaction product. The product is: [Cl:1][C:2]1[CH:7]=[CH:6][CH:5]=[CH:4][C:3]=1[C:8]1[C:16]2[C:11](=[N:12][C:13]([S:22][CH3:23])=[N:14][C:15]=2[NH2:17])[NH:10][N:9]=1. (4) Given the reactants C[C@H:2](N(C)C)[C@H:3]([OH:10])C1C=CC=CC=1.CCN(CC)CC.[CH:21]([C:25]1[CH:30]=[CH:29][CH:28]=[CH:27][CH:26]=1)=[CH:22][C:23]#[CH:24].C(=O)C, predict the reaction product. The product is: [C:25]1(/[CH:21]=[CH:22]/[C:23]#[C:24][C@@H:3]([OH:10])[CH3:2])[CH:30]=[CH:29][CH:28]=[CH:27][CH:26]=1. (5) Given the reactants C(OC([NH:8][C@@H:9]([C:12]1[CH:13]=[C:14]([C:18]2[CH:23]=[CH:22][CH:21]=[C:20]([CH2:24][O:25][C:26]3[CH:31]=[CH:30][CH:29]=[CH:28][C:27]=3[CH2:32][C:33]([O:35][CH2:36][CH3:37])=[O:34])[CH:19]=2)[CH:15]=[CH:16][CH:17]=1)[CH2:10][OH:11])=O)(C)(C)C.Cl, predict the reaction product. The product is: [NH2:8][C@@H:9]([C:12]1[CH:13]=[C:14]([C:18]2[CH:23]=[CH:22][CH:21]=[C:20]([CH2:24][O:25][C:26]3[CH:31]=[CH:30][CH:29]=[CH:28][C:27]=3[CH2:32][C:33]([O:35][CH2:36][CH3:37])=[O:34])[CH:19]=2)[CH:15]=[CH:16][CH:17]=1)[CH2:10][OH:11]. (6) Given the reactants [C:1]([C:4]1[C:9]([N+:10]([O-:12])=[O:11])=[CH:8][CH:7]=[C:6]([Cl:13])[C:5]=1[S:14]([NH2:17])(=[O:16])=[O:15])(=[O:3])[CH3:2].C(=O)([O-])[O-].[K+].[K+].[CH2:24](Br)[CH:25]=[CH2:26].Cl, predict the reaction product. The product is: [CH2:26]([NH:17][S:14]([C:5]1[C:6]([Cl:13])=[CH:7][CH:8]=[C:9]([N+:10]([O-:12])=[O:11])[C:4]=1[C:1](=[O:3])[CH3:2])(=[O:15])=[O:16])[CH:25]=[CH2:24]. (7) Given the reactants C[C@]12[C@@H]3CC[C@@]4([O:19][C@@H:20]5[O:25][C@H:24]([CH2:26][OH:27])[C@@H:23]([OH:28])[C@H:22]([O:29][C@@H]6O[C@H](CO)[C@@H](O)[C@H](O)[C@H]6O)[C@H:21]5[O:41][C@@H:42]5[O:47][C@H:46]([CH2:48][OH:49])[C@@H:45]([OH:50])[C@H:44]([OH:51])[C@H:43]5[OH:52])C(C[C@@]3(C4)CC[C@@H]1[C@@](C([O:19][C@@H:20]1[O:25][C@H:24]([CH2:26][OH:27])[C@@H:23]([OH:28])[C@H:22]([O:29][C@@H]3O[C@H](CO)[C@@H](O)[C@H](O)[C@H]3O)[C@H:21]1[O:41][C@@H:42]1[O:47][C@H:46]([CH2:48][OH:49])[C@@H:45]([OH:50])[C@H:44]([OH:51])[C@H:43]1[OH:52])=O)(C)CCC2)=C.OCC([C@@H]([C@@H]([C@@H](CO)O)O)O)=O.C(O)[C@@H]([C@@H](CO)O)O, predict the reaction product. The product is: [CH2:48]([OH:49])[C@H:46]1[O:47][C@H:42]([O:41][C@:21]2([CH2:20][OH:19])[O:25][C@H:24]([CH2:26][OH:27])[C@@H:23]([OH:28])[C@@H:22]2[OH:29])[C@H:43]([OH:52])[C@@H:44]([OH:51])[C@@H:45]1[OH:50]. (8) Given the reactants [Cl:1][C:2]1[CH:3]=[N:4][C:5]2[N:6]([N:8]=[C:9]([C:11]([OH:13])=O)[CH:10]=2)[CH:7]=1.[CH3:14][CH:15]1[C:20]2[CH:21]=[CH:22][NH:23][C:19]=2[CH2:18][CH2:17][NH:16]1, predict the reaction product. The product is: [Cl:1][C:2]1[CH:3]=[N:4][C:5]2[N:6]([N:8]=[C:9]([C:11]([N:16]3[CH2:17][CH2:18][C:19]4[NH:23][CH:22]=[CH:21][C:20]=4[CH:15]3[CH3:14])=[O:13])[CH:10]=2)[CH:7]=1.